This data is from Peptide-MHC class II binding affinity with 134,281 pairs from IEDB. The task is: Regression. Given a peptide amino acid sequence and an MHC pseudo amino acid sequence, predict their binding affinity value. This is MHC class II binding data. (1) The peptide sequence is SWPDLDLKPGAAWTV. The MHC is DRB1_0901 with pseudo-sequence DRB1_0901. The binding affinity (normalized) is 0.339. (2) The peptide sequence is TKEDLFGKKNLIPSS. The MHC is DRB4_0103 with pseudo-sequence DRB4_0103. The binding affinity (normalized) is 0.345. (3) The MHC is HLA-DQA10501-DQB10201 with pseudo-sequence HLA-DQA10501-DQB10201. The binding affinity (normalized) is 0.159. The peptide sequence is KLIGGIGGFIKVRQYDQILI. (4) The peptide sequence is GPATPAAPAAGYTPA. The MHC is HLA-DPA10201-DPB10501 with pseudo-sequence HLA-DPA10201-DPB10501. The binding affinity (normalized) is 0. (5) The peptide sequence is EKKYFAATPFEPLAA. The MHC is DRB1_0101 with pseudo-sequence DRB1_0101. The binding affinity (normalized) is 0.672. (6) The peptide sequence is QSTFLGASQRGVGVA. The MHC is DRB3_0301 with pseudo-sequence DRB3_0301. The binding affinity (normalized) is 0.476. (7) The peptide sequence is GHLQIVDKIDAAFKI. The MHC is DRB1_0101 with pseudo-sequence DRB1_0101. The binding affinity (normalized) is 0.406.